From a dataset of Full USPTO retrosynthesis dataset with 1.9M reactions from patents (1976-2016). Predict the reactants needed to synthesize the given product. (1) Given the product [CH2:1]([CH:8]1[CH2:13][CH2:12][N:11]([CH2:19][CH2:20][CH2:21][NH:22][C:23]2[CH:30]=[N:29][CH:15]=[CH:14][CH:24]=2)[CH2:10][CH2:9]1)[C:2]1[CH:7]=[CH:6][CH:5]=[CH:4][CH:3]=1, predict the reactants needed to synthesize it. The reactants are: [CH2:1]([CH:8]1[CH2:13][CH2:12][NH:11][CH2:10][CH2:9]1)[C:2]1[CH:7]=[CH:6][CH:5]=[CH:4][CH:3]=1.[CH2:14]1[CH2:24][CH2:23][N:22]2C(=N[CH2:19][CH2:20][CH2:21]2)C[CH2:15]1.C(C=C)=O.[NH2:29][C:30]1C=NC=CC=1.C(O[BH-](OC(=O)C)OC(=O)C)(=O)C.[Na+]. (2) Given the product [C:1]([C:3]1[CH:8]=[CH:7][C:6]([CH2:9][CH2:10][CH:11](/[CH:23]=[CH:24]/[C:25]2[CH:30]=[CH:29][CH:28]=[CH:27][C:26]=2[O:31][CH2:36][C:35]2[CH:38]=[CH:39][CH:40]=[CH:41][C:34]=2[C:33]([F:32])([F:42])[F:43])[CH2:12][C:13]2[CH:14]=[CH:15][C:16]([C:17]([O:19][CH3:20])=[O:18])=[CH:21][CH:22]=2)=[CH:5][CH:4]=1)#[N:2], predict the reactants needed to synthesize it. The reactants are: [C:1]([C:3]1[CH:8]=[CH:7][C:6]([CH2:9][CH2:10][CH:11](/[CH:23]=[CH:24]/[C:25]2[CH:30]=[CH:29][CH:28]=[CH:27][C:26]=2[OH:31])[CH2:12][C:13]2[CH:22]=[CH:21][C:16]([C:17]([O:19][CH3:20])=[O:18])=[CH:15][CH:14]=2)=[CH:5][CH:4]=1)#[N:2].[F:32][C:33]([F:43])([F:42])[C:34]1[CH:41]=[CH:40][CH:39]=[CH:38][C:35]=1[CH2:36]Br.C(=O)([O-])[O-].[K+].[K+]. (3) Given the product [C:33]([O:32][C:30](=[O:31])[NH:29][C@@H:25]([C:26](=[O:27])[N:66]([O:65][CH3:64])[CH3:67])[CH2:24][C:21]1[CH:22]=[CH:23][C:18]([O:17][CH2:10][C:11]2[CH:16]=[CH:15][CH:14]=[CH:13][CH:12]=2)=[CH:19][CH:20]=1)([CH3:35])([CH3:34])[CH3:36], predict the reactants needed to synthesize it. The reactants are: CCN(C(C)C)C(C)C.[CH2:10]([O:17][C:18]1[CH:23]=[CH:22][C:21]([CH2:24][C@@H:25]([NH:29][C:30]([O:32][C:33]([CH3:36])([CH3:35])[CH3:34])=[O:31])[C:26](O)=[O:27])=[CH:20][CH:19]=1)[C:11]1[CH:16]=[CH:15][CH:14]=[CH:13][CH:12]=1.F[P-](F)(F)(F)(F)F.N1(O[P+](N(C)C)(N(C)C)N(C)C)C2C=CC=CC=2N=N1.[CH3:64][O:65][NH:66][CH3:67].Cl. (4) Given the product [NH2:1][C:2]1[S:3][CH:4]=[C:5]2[C:10]=1[C:9](=[O:11])[N:8]([C:36]1[CH:41]=[CH:40][CH:39]=[C:38]([Cl:42])[CH:37]=1)[N:7]=[C:6]2[C:19]([NH:21][CH:22]([CH3:23])[CH3:24])=[O:20], predict the reactants needed to synthesize it. The reactants are: [NH2:1][C:2]1[S:3][CH:4]=[C:5]2[C:10]=1[C:9](=[O:11])[N:8](C1C=CC(Cl)=CC=1)[N:7]=[C:6]2[C:19]([NH:21][CH:22]([CH3:24])[CH3:23])=[O:20].NC1SC=C2C=1C(=O)N([C:36]1[CH:41]=[CH:40][CH:39]=[C:38]([Cl:42])[CH:37]=1)N=C2C(O)=O. (5) Given the product [NH2:30][C:27]1[CH:28]=[CH:29][C:24]([N:16]([CH2:15][CH2:14][C:12]2[N:13]=[C:9]([NH:8][C:6](=[O:7])[O:5][C:1]([CH3:4])([CH3:3])[CH3:2])[S:10][CH:11]=2)[C:17]([O:18][C:19]([CH3:22])([CH3:21])[CH3:20])=[O:23])=[CH:25][CH:26]=1, predict the reactants needed to synthesize it. The reactants are: [C:1]([O:5][C:6]([NH:8][C:9]1[S:10][CH:11]=[C:12]([CH2:14][CH2:15][N:16]([C:24]2[CH:29]=[CH:28][C:27]([N+:30]([O-])=O)=[CH:26][CH:25]=2)[C:17](=[O:23])[O:18][C:19]([CH3:22])([CH3:21])[CH3:20])[N:13]=1)=[O:7])([CH3:4])([CH3:3])[CH3:2].[H][H]. (6) Given the product [Cl:1][C:2]1[CH:7]=[C:6]([N:8]([CH2:24][CH3:25])[C@H:9]2[CH2:10][CH2:11][C@H:12]([NH:15][CH3:16])[CH2:13][CH2:14]2)[C:5]([CH3:26])=[C:4]([CH:3]=1)[C:27]([NH:28][CH2:29][C:30]1[C:31]([O:37][CH3:38])=[N:32][N:33]([CH3:36])[C:34]=1[CH3:35])=[O:39], predict the reactants needed to synthesize it. The reactants are: [Cl:1][C:2]1[CH:3]=[C:4]([C:27](=[O:39])[NH:28][CH2:29][C:30]2[C:31]([O:37][CH3:38])=[N:32][N:33]([CH3:36])[C:34]=2[CH3:35])[C:5]([CH3:26])=[C:6]([N:8]([CH2:24][CH3:25])[C@H:9]2[CH2:14][CH2:13][C@H:12]([N:15](C)[C:16](=O)OC(C)(C)C)[CH2:11][CH2:10]2)[CH:7]=1.C(O)(C(F)(F)F)=O.C(=O)(O)[O-]. (7) Given the product [CH3:1][O:2][C@H:3]1[CH2:8][CH2:7][CH2:6][C@@H:5]([NH:9][C:10]2[C:15]([C:16]([NH2:22])=[O:17])=[CH:14][N:13]=[C:12]([S:19][CH3:20])[N:11]=2)[CH2:4]1, predict the reactants needed to synthesize it. The reactants are: [CH3:1][O:2][C@H:3]1[CH2:8][CH2:7][CH2:6][C@@H:5]([NH:9][C:10]2[C:15]([C:16](O)=[O:17])=[CH:14][N:13]=[C:12]([S:19][CH3:20])[N:11]=2)[CH2:4]1.C[N:22](C(ON1N=NC2C=CC=NC1=2)=[N+](C)C)C.F[P-](F)(F)(F)(F)F.[Cl-].[NH4+].CCN(C(C)C)C(C)C.